Predict the reactants needed to synthesize the given product. From a dataset of Full USPTO retrosynthesis dataset with 1.9M reactions from patents (1976-2016). (1) Given the product [F:1][C:2]1[CH:3]=[CH:4][C:5]([O:20][CH2:21][CH2:22][CH3:23])=[C:6]2[C:7]=1[C:15](=[O:16])[CH:10]=[CH:9][NH:8]2, predict the reactants needed to synthesize it. The reactants are: [F:1][C:2]1[CH:3]=[CH:4][C:5]([O:20][CH2:21][CH2:22][CH3:23])=[C:6]([NH:8][CH:9]=[C:10]2[C:15](=[O:16])OC(C)(C)OC2=O)[CH:7]=1.C1(OC2C=CC=CC=2)C=CC=CC=1.C(OCC)(=O)C. (2) Given the product [CH2:15]([O:14][C:12](=[O:13])[CH2:11][N:9]([C:4]1[CH:5]=[CH:6][CH:7]=[CH:8][C:3]=1[O:2][CH3:1])[CH2:24][C:23]([O:26][CH2:27][CH3:28])=[O:25])[CH3:16], predict the reactants needed to synthesize it. The reactants are: [CH3:1][O:2][C:3]1[C:4]([NH2:9])=[CH:5][CH:6]=[CH:7][CH:8]=1.Br[CH2:11][C:12]([O:14][CH2:15][CH3:16])=[O:13].C(=O)([O-])[O-].[Na+].[Na+].[C:23]([O:26][CH2:27][CH3:28])(=[O:25])[CH3:24]. (3) Given the product [Cl:1][C:2]1[CH:10]=[CH:9][C:8]([S:15]([CH3:19])(=[O:17])=[O:14])=[CH:7][C:3]=1[C:4]([OH:6])=[O:5], predict the reactants needed to synthesize it. The reactants are: [Cl:1][C:2]1[CH:10]=[CH:9][C:8](SC)=[CH:7][C:3]=1[C:4]([OH:6])=[O:5].O[O:14][S:15]([O-:17])=O.[K+].[CH3:19]O. (4) The reactants are: [CH2:1]([O:8][C:9](=[O:23])[NH:10][C@@H:11]1[CH2:19][CH2:18][CH2:17][C:16]2[N:15]([CH2:20][CH2:21][OH:22])[N:14]=[CH:13][C:12]1=2)[C:2]1[CH:7]=[CH:6][CH:5]=[CH:4][CH:3]=1.N1C=CC=CC=1.[CH3:30][S:31](Cl)(=[O:33])=[O:32]. Given the product [CH2:1]([O:8][C:9]([NH:10][C@@H:11]1[CH2:19][CH2:18][CH2:17][C:16]2[N:15]([CH2:20][CH2:21][O:22][S:31]([CH3:30])(=[O:33])=[O:32])[N:14]=[CH:13][C:12]1=2)=[O:23])[C:2]1[CH:7]=[CH:6][CH:5]=[CH:4][CH:3]=1, predict the reactants needed to synthesize it.